From a dataset of Reaction yield outcomes from USPTO patents with 853,638 reactions. Predict the reaction yield, written as a fraction of the theoretical maximum amount of product (1.0 means a 100% yield; for example, 0.34 means a 34% yield). (1) The reactants are [CH3:1][C:2]1([CH3:16])[C:6]([CH3:8])([CH3:7])[O:5][B:4]([C:9]2[CH:14]=[CH:13][CH:12]=[CH:11][C:10]=2[OH:15])[O:3]1.C([O-])([O-])=O.[Cs+].[Cs+].Br[CH2:24][C:25]1[CH:30]=[CH:29][CH:28]=[C:27]([F:31])[CH:26]=1. The catalyst is CN(C=O)C.CCOC(C)=O. The product is [F:31][C:27]1[CH:26]=[C:25]([CH2:24][O:15][C:10]2[CH:11]=[CH:12][CH:13]=[CH:14][C:9]=2[B:4]2[O:3][C:2]([CH3:16])([CH3:1])[C:6]([CH3:7])([CH3:8])[O:5]2)[CH:30]=[CH:29][CH:28]=1. The yield is 0.710. (2) The reactants are [CH3:1][C:2]1[CH:3]=[C:4]([C:9](=[O:11])[CH3:10])[CH:5]=[CH:6][C:7]=1[OH:8].[C:12]([O-])([O-])=O.[K+].[K+].O. The catalyst is CO. The product is [CH3:1][C:2]1[CH:3]=[C:4]([C:9](=[O:11])[CH3:10])[CH:5]=[CH:6][C:7]=1[O:8][CH3:12]. The yield is 0.620. (3) The reactants are [C:1]([O:5][C:6]([N:8]1[CH2:13][CH2:12][CH:11]([CH2:14][CH2:15][CH2:16][CH:17]([OH:23])[C:18]2[O:19][CH:20]=[CH:21][N:22]=2)[CH2:10][CH2:9]1)=[O:7])([CH3:4])([CH3:3])[CH3:2].C([O:28][C:29](N1CCC(CCCC(C2OC=CN=2)=O)CC1)=[O:30])(C)(C)C.[BH4-].[Na+]. The catalyst is CO. The product is [C:1]([O:5][C:6]([N:8]1[CH2:9][CH2:10][CH:11]([CH2:14][CH2:15][CH2:16][C:17]([C:18]2[O:19][C:20]([C:29]([OH:30])=[O:28])=[CH:21][N:22]=2)=[O:23])[CH2:12][CH2:13]1)=[O:7])([CH3:4])([CH3:2])[CH3:3]. The yield is 0.970. (4) The reactants are [C:1]1([CH2:7][CH2:8][NH2:9])[CH:6]=[CH:5][CH:4]=[CH:3][CH:2]=1.[S:10]([OH:14])([OH:13])(=[O:12])=[O:11].CS[C:17](=[NH:19])[NH2:18]. The catalyst is C(O)C. The product is [S:10]([OH:14])([OH:13])(=[O:12])=[O:11].[C:1]1([CH2:7][CH2:8][NH:9][C:17]([NH2:19])=[NH:18])[CH:6]=[CH:5][CH:4]=[CH:3][CH:2]=1.[C:1]1([CH2:7][CH2:8][NH:9][C:17]([NH2:19])=[NH:18])[CH:6]=[CH:5][CH:4]=[CH:3][CH:2]=1. The yield is 0.615. (5) The reactants are [NH2:1][CH2:2][CH2:3][N:4]1[CH:8]=[C:7]([C:9]([CH3:12])([CH3:11])[CH3:10])[S:6]/[C:5]/1=[N:13]\[C:14](=[O:24])[C:15]1[CH:20]=[C:19]([Cl:21])[CH:18]=[CH:17][C:16]=1[O:22][CH3:23].[CH3:25][S:26](Cl)(=[O:28])=[O:27].C(N(CC)CC)C. The catalyst is O1CCCC1.C(OCC)(=O)C. The product is [C:9]([C:7]1[S:6]/[C:5](=[N:13]\[C:14](=[O:24])[C:15]2[CH:20]=[C:19]([Cl:21])[CH:18]=[CH:17][C:16]=2[O:22][CH3:23])/[N:4]([CH2:3][CH2:2][NH:1][S:26]([CH3:25])(=[O:28])=[O:27])[CH:8]=1)([CH3:11])([CH3:12])[CH3:10]. The yield is 0.800. (6) The reactants are [CH:1](/[CH:4]1[O:8][C@H:7]([C:9]([O:11][CH:12]([CH3:14])[CH3:13])=[O:10])[C@@H:6]([C:15]([O:17][CH:18]([CH3:20])[CH3:19])=[O:16])[O:5]1)=[CH:2]\[CH3:3].[CH2:21]([Zn]CC)C.ICI. No catalyst specified. The product is [CH3:3][C@H:2]1[CH2:21][C@@H:1]1[CH:4]1[O:5][C@H:6]([C:15]([O:17][CH:18]([CH3:20])[CH3:19])=[O:16])[C@@H:7]([C:9]([O:11][CH:12]([CH3:14])[CH3:13])=[O:10])[O:8]1. The yield is 0.890.